From a dataset of NCI-60 drug combinations with 297,098 pairs across 59 cell lines. Regression. Given two drug SMILES strings and cell line genomic features, predict the synergy score measuring deviation from expected non-interaction effect. (1) Drug 2: CC1=C(C(=CC=C1)Cl)NC(=O)C2=CN=C(S2)NC3=CC(=NC(=N3)C)N4CCN(CC4)CCO. Cell line: BT-549. Drug 1: CS(=O)(=O)C1=CC(=C(C=C1)C(=O)NC2=CC(=C(C=C2)Cl)C3=CC=CC=N3)Cl. Synergy scores: CSS=18.9, Synergy_ZIP=4.92, Synergy_Bliss=14.2, Synergy_Loewe=10.5, Synergy_HSA=12.6. (2) Drug 1: C1=CC=C(C(=C1)C(C2=CC=C(C=C2)Cl)C(Cl)Cl)Cl. Drug 2: CC1CCC2CC(C(=CC=CC=CC(CC(C(=O)C(C(C(=CC(C(=O)CC(OC(=O)C3CCCCN3C(=O)C(=O)C1(O2)O)C(C)CC4CCC(C(C4)OC)O)C)C)O)OC)C)C)C)OC. Cell line: PC-3. Synergy scores: CSS=8.01, Synergy_ZIP=3.56, Synergy_Bliss=6.93, Synergy_Loewe=1.85, Synergy_HSA=3.14.